From a dataset of Catalyst prediction with 721,799 reactions and 888 catalyst types from USPTO. Predict which catalyst facilitates the given reaction. Reactant: [OH:1][C@@H:2]1[CH2:6][CH2:5][N:4]([C:7]2[C:26](/[CH:27]=[CH:28]/[C:29](=O)[CH3:30])=[CH:25][C:10]([C:11]([NH:13][C:14]3[CH:19]=[CH:18][C:17]([O:20][C:21]([F:24])([F:23])[F:22])=[CH:16][CH:15]=3)=[O:12])=[CH:9][N:8]=2)[CH2:3]1.C1(C)C=CC(S([NH:41][NH2:42])(=O)=O)=CC=1.CCO.C[O-].[Na+]. Product: [OH:1][C@@H:2]1[CH2:6][CH2:5][N:4]([C:7]2[C:26]([C:27]3[NH:42][N:41]=[C:29]([CH3:30])[CH:28]=3)=[CH:25][C:10]([C:11]([NH:13][C:14]3[CH:15]=[CH:16][C:17]([O:20][C:21]([F:22])([F:24])[F:23])=[CH:18][CH:19]=3)=[O:12])=[CH:9][N:8]=2)[CH2:3]1. The catalyst class is: 106.